Task: Predict which catalyst facilitates the given reaction.. Dataset: Catalyst prediction with 721,799 reactions and 888 catalyst types from USPTO (1) Reactant: [CH:1]1[C:14]2[C:5](=[CH:6][C:7]3[C:12]([C:13]=2[CH2:15][N:16]([CH2:25][CH3:26])[CH2:17][CH2:18][CH2:19]OS(C)(=O)=O)=[CH:11][CH:10]=[CH:9][CH:8]=3)[CH:4]=[CH:3][CH:2]=1.[CH2:27]([O:29][CH2:30][CH2:31][CH2:32][NH2:33])[CH3:28]. Product: [CH:11]1[C:12]2[C:7](=[CH:6][C:5]3[C:14]([C:13]=2[CH2:15][N:16]([CH2:25][CH3:26])[CH2:17][CH2:18][CH2:19][NH:33][CH2:32][CH2:31][CH2:30][O:29][CH2:27][CH3:28])=[CH:1][CH:2]=[CH:3][CH:4]=3)[CH:8]=[CH:9][CH:10]=1. The catalyst class is: 10. (2) Reactant: Cl[C:2]1[C:7]([C:8](OC)=[O:9])=[C:6]([C:12]([F:15])([F:14])[F:13])[N:5]=[C:4]([Cl:16])[CH:3]=1.O.[NH2:18][NH2:19]. Product: [Cl:16][C:4]1[N:5]=[C:6]([C:12]([F:15])([F:14])[F:13])[C:7]2[C:8](=[O:9])[NH:18][NH:19][C:2]=2[CH:3]=1. The catalyst class is: 3.